Dataset: Peptide-MHC class II binding affinity with 134,281 pairs from IEDB. Task: Regression. Given a peptide amino acid sequence and an MHC pseudo amino acid sequence, predict their binding affinity value. This is MHC class II binding data. (1) The peptide sequence is EKVYFAATQFEPLAA. The MHC is DRB1_0701 with pseudo-sequence DRB1_0701. The binding affinity (normalized) is 0.687. (2) The peptide sequence is GVLKNEFMSLAFDYW. The MHC is DRB3_0202 with pseudo-sequence DRB3_0202. The binding affinity (normalized) is 0.455. (3) The peptide sequence is MKYLAAFLLLGLAGN. The MHC is HLA-DQA10102-DQB10502 with pseudo-sequence HLA-DQA10102-DQB10502. The binding affinity (normalized) is 0.425. (4) The peptide sequence is NNQNFFWAVKPKVVR. The MHC is DRB1_0901 with pseudo-sequence DRB1_0901. The binding affinity (normalized) is 0.877.